From a dataset of Reaction yield outcomes from USPTO patents with 853,638 reactions. Predict the reaction yield, written as a fraction of the theoretical maximum amount of product (1.0 means a 100% yield; for example, 0.34 means a 34% yield). (1) The reactants are C(O)(C(F)(F)F)=O.[NH2:8][C:9]1[N:14]=[CH:13][C:12]([C:15]#[C:16][C:17]2[CH:18]=[C:19]([NH:23]C(=O)OC(C)(C)C)[CH:20]=[N:21][CH:22]=2)=[CH:11][N:10]=1. The catalyst is C(Cl)Cl.O. The product is [NH2:23][C:19]1[CH:18]=[C:17]([C:16]#[C:15][C:12]2[CH:13]=[N:14][C:9]([NH2:8])=[N:10][CH:11]=2)[CH:22]=[N:21][CH:20]=1. The yield is 0.660. (2) The reactants are [OH:1][CH2:2][CH2:3][CH2:4][C:5]#[C:6][C:7]1[CH:12]=[CH:11][CH:10]=[CH:9][C:8]=1[C:13]#[C:14][CH2:15][CH2:16][CH2:17][OH:18]. The catalyst is C(O)C.[Pd]. The product is [OH:1][CH2:2][CH2:3][CH2:4][CH2:5][CH2:6][C:7]1[CH:12]=[CH:11][CH:10]=[CH:9][C:8]=1[CH2:13][CH2:14][CH2:15][CH2:16][CH2:17][OH:18]. The yield is 0.910. (3) The reactants are [CH:1]1([C:7]2[C:15]3[C:10](=[CH:11][C:12]([C:16]([O:18][CH3:19])=[O:17])=[CH:13][CH:14]=3)[NH:9][C:8]=2[C:20]2[CH:25]=[CH:24][CH:23]=[CH:22][C:21]=2[OH:26])[CH2:6][CH2:5][CH2:4][CH2:3][CH2:2]1.Br[CH:28]([CH2:34]Br)[C:29]([O:31][CH2:32][CH3:33])=[O:30].C(=O)([O-])[O-].[K+].[K+].O. The catalyst is CN(C)C(=O)C. The product is [CH:1]1([C:7]2[C:15]3[CH:14]=[CH:13][C:12]([C:16]([O:18][CH3:19])=[O:17])=[CH:11][C:10]=3[N:9]3[C:8]=2[C:20]2[CH:25]=[CH:24][CH:23]=[CH:22][C:21]=2[O:26][CH:28]([C:29]([O:31][CH2:32][CH3:33])=[O:30])[CH2:34]3)[CH2:6][CH2:5][CH2:4][CH2:3][CH2:2]1. The yield is 0.486. (4) The reactants are [F:1][C:2]1[C:3]([N+:16]([O-])=O)=[C:4]([NH:8][CH2:9][CH2:10][C:11]([O:13][CH2:14][CH3:15])=[O:12])[CH:5]=[CH:6][CH:7]=1.CCO. The catalyst is [Pd].CCOC(C)=O. The product is [NH2:16][C:3]1[C:2]([F:1])=[CH:7][CH:6]=[CH:5][C:4]=1[NH:8][CH2:9][CH2:10][C:11]([O:13][CH2:14][CH3:15])=[O:12]. The yield is 0.830. (5) The reactants are [CH3:1][C:2]1[C:11]2[C:6](=[CH:7][CH:8]=[CH:9][CH:10]=2)[CH:5]=[N+:4]([O-])[CH:3]=1.O=P(Cl)(Cl)[Cl:15]. The product is [Cl:15][C:5]1[C:6]2[C:11](=[CH:10][CH:9]=[CH:8][CH:7]=2)[C:2]([CH3:1])=[CH:3][N:4]=1. The yield is 0.188. No catalyst specified.